Binary classification across 12 toxicity assays. From a dataset of Tox21: 12 toxicity assays (nuclear receptors and stress response pathways). (1) The drug is O=CCCc1ccccc1. It tested positive (active) for: NR-ER (Estrogen Receptor agonist activity). (2) The molecule is CC(=O)Nc1c(I)c(NC(C)=O)c(I)c(C(=O)[O-])c1I. It tested positive (active) for: NR-ER (Estrogen Receptor agonist activity). (3) The compound is O=C(C=Cc1ccccc1)OCc1ccccc1. It tested positive (active) for: NR-ER (Estrogen Receptor agonist activity), and SR-ARE (Antioxidant Response Element (oxidative stress)). (4) The compound is CC(=O)C1(C)CC2=C(CCCC2(C)C)CC1C. It tested positive (active) for: SR-MMP (Mitochondrial Membrane Potential disruption). (5) The compound is CCOP(=O)(OCC)OC(=CCl)c1ccc(Cl)cc1Cl. It tested positive (active) for: NR-Aromatase (Aromatase enzyme inhibition). (6) The compound is COc1ccc(C(C)=O)cc1. It tested positive (active) for: NR-ER (Estrogen Receptor agonist activity).